This data is from Full USPTO retrosynthesis dataset with 1.9M reactions from patents (1976-2016). The task is: Predict the reactants needed to synthesize the given product. (1) Given the product [CH2:2]([O:9][C:10]1[CH:15]=[C:14]([CH:31]([C:32]2[CH:37]=[CH:36][CH:35]=[CH:34][CH:33]=2)[OH:38])[CH:13]=[N:12][C:11]=1[NH:17][C:18]1[S:19][CH:20]=[C:21]([CH3:23])[N:22]=1)[C:3]1[CH:8]=[CH:7][CH:6]=[CH:5][CH:4]=1, predict the reactants needed to synthesize it. The reactants are: Cl.[CH2:2]([O:9][C:10]1[C:11]([NH:17][C:18]2[S:19][CH:20]=[C:21]([CH3:23])[N:22]=2)=[N:12][CH:13]=[C:14](Br)[CH:15]=1)[C:3]1[CH:8]=[CH:7][CH:6]=[CH:5][CH:4]=1.[Li]C.C([Li])CCC.[CH:31](=[O:38])[C:32]1[CH:37]=[CH:36][CH:35]=[CH:34][CH:33]=1.Cl. (2) Given the product [CH3:1][O:2][C:3]([C:5]1[S:6][C:7]([Br:11])=[CH:8][C:9]=1[NH:10][CH:14]([CH3:16])[CH3:15])=[O:4], predict the reactants needed to synthesize it. The reactants are: [CH3:1][O:2][C:3]([C:5]1[S:6][C:7]([Br:11])=[CH:8][C:9]=1[NH2:10])=[O:4].CO[C:14]([CH3:16])=[CH2:15].CC(O)=O.[BH-](OC(C)=O)(OC(C)=O)OC(C)=O.[Na+]. (3) Given the product [C:6]([O:38][C:55]([N:28]1[CH2:29][CH2:30][C:25](=[CH:24][C:23]2[CH:31]=[CH:32][CH:33]=[C:21]([CH3:20])[CH:22]=2)[CH2:26][CH2:27]1)=[O:56])([CH3:5])([CH3:7])[CH3:11], predict the reactants needed to synthesize it. The reactants are: Cl.N1[C:11]2[C:6](=[CH:7]C=CC=2)[C:5](NC(=O)NCC(O)=O)=CC=1.[CH3:20][C:21]1[CH:22]=[C:23]([CH:31]=[CH:32][CH:33]=1)[CH:24]=[C:25]1[CH2:30][CH2:29][NH:28][CH2:27][CH2:26]1.C(P1(=O)OP(CCC)(=O)OP(CCC)(=O)[O:38]1)CC.CN([CH:55]=[O:56])C. (4) Given the product [CH2:1]=[CH:2][C:3](=[CH2:4])[CH3:5].[CH2:6]=[CH:7][CH:8]=[CH2:9], predict the reactants needed to synthesize it. The reactants are: [CH2:1]=[CH:2][C:3](=[CH2:5])[CH3:4].[CH2:6]=[CH:7][CH:8]=[CH2:9].C=CC1C=CC=CC=1.